This data is from HIV replication inhibition screening data with 41,000+ compounds from the AIDS Antiviral Screen. The task is: Binary Classification. Given a drug SMILES string, predict its activity (active/inactive) in a high-throughput screening assay against a specified biological target. (1) The drug is Cc1cn(C2CC3OP(=O)(OCc4ccccc4)OCC3O2)c(=O)[nH]c1=O. The result is 0 (inactive). (2) The molecule is COc1cccc(C=CC(=O)c2ccccc2)c1O. The result is 1 (active). (3) The compound is COC(=O)NC1C(C)OC(OC2CC=C(C)C3C=CC4C(OC5CC(OC6CC(O)C(OC7CC(O)C(OC)C(C)O7)C(C)O6)C(O)C(C)O5)C(C)CC(C)C4C3(C)C(=O)C3=C(O)C4(CC(C)C(CO)=CC4C=C2C)OC3=O)CC1(C)[N+](=O)[O-]. The result is 0 (inactive).